Dataset: B-cell epitopes from IEDB database with 3,159 antigens for binding position prediction. Task: Token-level Classification. Given an antigen amino acid sequence, predict which amino acid positions are active epitope sites capable of antibody binding. Output is a list of indices for active positions. (1) Given the antigen sequence: MACQCTRFYFFLCGLICYLIHSALASNSSSTLCFWFPLAHGNTSFELTINYTICKPCLTSQAASQRLEPGRNVWCKIGHDKCEERDHDELLMSIPSGYDNLKLEGYYAWLAFLSFSYAAQFHPELFGIGNVSRVFVDKRHQFICAAHDGHNSTVSTSHNISASYAVYYHHQIDGGNWFHLEWLRPFFSSWLVLNISWFLRRSPASPVSRRIYQILRPTRPRLPVSWAFRTSIASDITGSRQRRGEFTPEGRPNAVKSSVLRSTSR, which amino acid positions are active epitope sites? The epitope positions are: [56, 57, 58, 59, 60, 61, 62, 63, 64, 65, 66, 67]. The amino acids at these positions are: CLTSQAASQRLE. (2) Given the antigen sequence: MRRRSLALRLLLALLLLPPPLPQTLLGAPCPEPCSCRPDGALRCPGPRAGLSRLSLTYLPIKVIPSQAFRGLNEVVKIEISQSDSLEKIEANAFDNLLNLSEILIQNTKNLVYIEPGAFTNLPRLKYLSICNTGIRKLPDVTKIFSSEFNFILEICDNLHITTVPANAFQGMNNESITLKLYGNGFEEIQSHAFNGTTLISLELKENAHLKKMHNDAFRGARGPSILDISSTKLQALPSYGLESIQTLIATSSYSLKKLPSREKFTNLLDATLTYPSHCCAFRNLPTKEQNFSFSIFKNFSKQCESTARRPNNETLYSAIFAESELSDWDYDYGFCSPKTLQCAPEPDAFNPCEDIMGYDFLRVLIWLINILAIMGNVTVLFVLLTSHYKLTVPRFLMCNLSFADFCMGLYLLLIASVDAQTKGQYYNHAIDWQTGNGCSVAGFFTVFASELSVYTLTVITLERWHTITYAIQLDQKLRLRHAIPIMLGGWLFSTLIAML..., which amino acid positions are active epitope sites? The epitope positions are: [503, 504, 505, 506, 507, 508, 509, 510, 511, 512, 513, 514, 515, 516, 517, 518, 519]. The amino acids at these positions are: GVSSYMKVSICLPMDVE. (3) Given the antigen sequence: LTQNPQLGISPSNPSEITSLITTILDSTTPGVKSTLQSTTVGTKNTTTTQAQPNKPTTKQRQNKPPSKPNNDFHFEVFNFVPCSICSNNPTCWAICKRIPNKKPGKRTTTKPTKKPTPKTTKKGPKPQTTKSKKAPTTKPTEEPTINTTKTNIITTLLTSNTTRNPELTSQMETFHSTSSEGNPSPSQVSITSEYPSQPSSPPNTPR, which amino acid positions are active epitope sites? The epitope positions are: [71, 72, 73, 74, 75, 76, 77, 78, 79, 80, 81]. The amino acids at these positions are: DFHFEVFNFVP. (4) Given the antigen sequence: MFSFVDLRLLLLLAATALLTHGQEEGQEEGQEEDIPPVTCVQNGLRYHDRDVWKPVPCQICVCDNGNVLCDDVICDELKDCPNAKVPTDECCPVCPEGQESPTDQETTGVEGPKGDTGPRGPRGPAGPPGRDGIPGQPGLPGPPGPPGPPGPPGLGGNFAPQLSYGYDEKSTGISVPGPMGPSGPRGLPGPPGAPGPQGFQGPPGEPGEPGASGPMGPRGPPGPPGKNGDDGEAGKPGRPGERGPPGPQGARGLPGTAGLPGMKGHRGFSGLDGAKGDAGPAGPKGEPGSPGENGAPGQMGPRGLPGERGRPGAPGPAGARGNDGATGAAGPPGPTGPAGPPGFPGAVGAKGEGGPQGPRGSEGPQGVRGEPGPPGPAGAAGPAGNPGADGQPGAKGANGAPGIAGAPGFPGARGPSGPQGPSGPPGPKGNSGEPGAPGSKGDTGAKGEPGPTGIQGPPGPAGEEGKRGARGEPGPAGLPGPPGERGGPGSRGFPGADGV..., which amino acid positions are active epitope sites? The epitope positions are: [311, 312, 313, 314, 315, 316, 317, 318]. The amino acids at these positions are: PGAPGPAG. (5) Given the antigen sequence: MSTLPKPQRKTKRNTIRRPQDVKFPGGGQIVGGVYVLPRRGPRLGVCATRKTSERSQPRRRRQPIPKARQSGGRSWAQPGYPWPLYGNEGCGWAGWLLSPRGSRPSWGPNDPRRRSRNLGKVIDTLTCGFADLMGYIPLVGAPVGGVARALAHGVRALEDGINFATGNLPGCSFSIFLLALFSCLIHPAASLEWRNTSGLYVLTNDCSNSSIVYEADDVILHTPGCVPCVQNDNISTCWTPVTPTVAVRYVGATTASIRSHVDLLVGAATMCSALYVGDMCGAVFLVGQAFTFRPRRHQTVQTCNCSLYPGHLSGHRMAWDMMMNWFPALGMAVAHVLRVPQTLFDIIAGAHWGILAGLAYYSMQGNWAKVAIIMVMFSGVDAVTYTTGGSAAHATRGLTSLFSVGAQQKLQLVNTNGSWHINSTALNCNESINTGFIAGLFYYHRFNSTGCPQRLSSCKPITFFKQGWGPLTDANISGPSDDKPYCWHYAPRPCKVVPA..., which amino acid positions are active epitope sites? The epitope positions are: [1729, 1730, 1731, 1732, 1733, 1734, 1735, 1736, 1737, 1738, 1739, 1740, 1741, 1742, 1743, 1744, 1745, 1746, 1747, 1748]. The amino acids at these positions are: IAHQFKEKVLGLLQRATQQQ. (6) Given the antigen sequence: MKAKLLILLCTFTATYADPICIGYHANNSTDTVDTVLEKNVTVTHSVNLLEDSHNGKLCLLKGIAPLQLGNCSVAGWILGNPECELLISKESWSYIVETPNPENGTCYPGYFADYEELREQLSSVSSFERFEIFPKESSWPNHTVTGVSASCSHNGKSSFYRNLLWLTEKNGLYPNLSKSYVNNKEKEVLVIWGVHHPSNIGDQRAIYHTENAYVSVVSSHYSRRFTPEIAKRPKVRDQEGRINYYWTLLEPGDTIIFEANGNLIAPWYAFALSRGFGSGIITSNAPMDECDTKCQTPQGAINSSLPFQNVHPVTIGECPKYVRSAKLRMVTGLRNIPSIQSRGLFGAIAGFIEGGWTGMVDGWYGYHHQNEQGSGYAADQKSTQNAINGITNKVNSVIEKMNTQFTAVGKEFNKLERRMENLNKKVDDGFLDIWTYNAELLVLLENERTLDFHDSNVKNLYEKVKSQLKNNAKEIGNGCFEFYHKCNNECMESVKNGTY..., which amino acid positions are active epitope sites? The epitope positions are: [229, 230, 231, 232, 233, 234, 235, 236, 237, 238, 239, 240, 241, 242]. The amino acids at these positions are: IAKRPKVRDQEGRI.